This data is from Catalyst prediction with 721,799 reactions and 888 catalyst types from USPTO. The task is: Predict which catalyst facilitates the given reaction. Reactant: [Br:1][C:2]1[CH:7]=[CH:6][C:5]([CH:8](Cl)[N:9]=[C:10]=[O:11])=[CH:4][CH:3]=1.[O:13]=[C:14]1[CH2:19][CH:18]([C:20]([OH:22])=[O:21])[CH2:17][C:16]([NH:23][C:24]2[CH:29]=[CH:28][CH:27]=[C:26]([C:30]([F:33])([F:32])[F:31])[CH:25]=2)=[CH:15]1.O.[OH-].[Na+]. Product: [Br:1][C:2]1[CH:7]=[CH:6][C:5]([CH:8]2[C:15]3[C:14](=[O:13])[CH2:19][CH:18]([C:20]([OH:22])=[O:21])[CH2:17][C:16]=3[N:23]([C:24]3[CH:29]=[CH:28][CH:27]=[C:26]([C:30]([F:31])([F:32])[F:33])[CH:25]=3)[C:10](=[O:11])[NH:9]2)=[CH:4][CH:3]=1. The catalyst class is: 4.